This data is from Full USPTO retrosynthesis dataset with 1.9M reactions from patents (1976-2016). The task is: Predict the reactants needed to synthesize the given product. (1) Given the product [CH3:11][O:10][C:7]1[N:6]=[C:5]2[NH:1][CH:2]=[CH:3][C:4]2=[CH:9][CH:8]=1, predict the reactants needed to synthesize it. The reactants are: [NH:1]1[C:5]2=[N:6][C:7]([OH:10])=[CH:8][CH:9]=[C:4]2[CH:3]=[CH:2]1.[C:11](=O)([O-])[O-].[K+].[K+].IC. (2) Given the product [CH3:26][O:25][C:23](=[O:24])[CH2:22][N:8]([CH2:1][C:2]1[CH:3]=[CH:4][CH:5]=[CH:6][CH:7]=1)[CH2:9][CH2:10][C:11]1[C:19]2[C:14](=[CH:15][CH:16]=[C:17]([F:20])[CH:18]=2)[NH:13][CH:12]=1, predict the reactants needed to synthesize it. The reactants are: [CH2:1]([NH:8][CH2:9][CH2:10][C:11]1[C:19]2[C:14](=[CH:15][CH:16]=[C:17]([F:20])[CH:18]=2)[NH:13][CH:12]=1)[C:2]1[CH:7]=[CH:6][CH:5]=[CH:4][CH:3]=1.Br[CH2:22][C:23]([O:25][CH3:26])=[O:24]. (3) The reactants are: [OH:1][P:2]([O-:5])([OH:4])=[O:3].[K+].C([O-])([O-])=O.[Ca+2:11]. Given the product [P:2]([O-:5])([O-:4])([O-:3])=[O:1].[Ca+2:11].[P:2]([O-:5])([O-:4])([O-:3])=[O:1].[Ca+2:11].[Ca+2:11], predict the reactants needed to synthesize it. (4) Given the product [Cl:22][C:10]1[C:9]2[C:4](=[N:5][CH:6]=[CH:7][CH:8]=2)[N:3]=[C:2]([CH3:1])[C:11]=1[C:12]([O:14][CH2:15][CH3:16])=[O:13], predict the reactants needed to synthesize it. The reactants are: [CH3:1][C:2]1[NH:3][C:4]2[C:9]([C:10](=O)[C:11]=1[C:12]([O:14][CH2:15][CH3:16])=[O:13])=[CH:8][CH:7]=[CH:6][N:5]=2.[OH-].[Na+].O=P(Cl)(Cl)[Cl:22]. (5) Given the product [F:22][C:2]([F:1])([F:21])[C:3]([CH:5]1[CH2:6][CH2:7][NH:8][CH2:9][CH2:10]1)=[O:4], predict the reactants needed to synthesize it. The reactants are: [F:1][C:2]([F:22])([F:21])[C:3]([CH:5]1[CH2:10][CH2:9][N:8](C(OCC2C=CC=CC=2)=O)[CH2:7][CH2:6]1)=[O:4].N. (6) Given the product [CH3:1][O:2][C:3]1[CH:12]=[C:11]2[C:6]([CH:7]=[CH:8][C:9]([O:13][CH2:26][C@@H:23]3[CH2:24][CH2:25][NH:21][CH2:22]3)=[N:10]2)=[CH:5][CH:4]=1, predict the reactants needed to synthesize it. The reactants are: [CH3:1][O:2][C:3]1[CH:12]=[C:11]2[C:6]([CH:7]=[CH:8][C:9](=[O:13])[NH:10]2)=[CH:5][CH:4]=1.C(OC([N:21]1[CH2:25][CH2:24][C@@H:23]([CH2:26]OS(C)(=O)=O)[CH2:22]1)=O)(C)(C)C. (7) Given the product [NH2:1][C:2]1[N:7]=[C:6]([OH:8])[C:5]2[CH:16]=[C:17]([C:19]3[CH:26]=[CH:25][C:22]([C:23]#[N:24])=[CH:21][CH:20]=3)[NH:9][C:4]=2[N:3]=1, predict the reactants needed to synthesize it. The reactants are: [NH2:1][C:2]1[N:7]=[C:6]([OH:8])[CH:5]=[C:4]([NH2:9])[N:3]=1.CC([O-])=O.[Na+].Br[CH2:16][C:17]([C:19]1[CH:26]=[CH:25][C:22]([C:23]#[N:24])=[CH:21][CH:20]=1)=O. (8) Given the product [Br:1][CH:2]1[C:6](=[O:7])[CH2:5][CH:4]([C:8]([O:10][CH3:11])=[O:9])[CH2:3]1, predict the reactants needed to synthesize it. The reactants are: [Br:1][CH:2]1[CH:6]([OH:7])[CH2:5][CH:4]([C:8]([O:10][CH3:11])=[O:9])[CH2:3]1.CC(OI1(OC(C)=O)(OC(C)=O)OC(=O)C2C1=CC=CC=2)=O.S([O-])([O-])(=O)=S.[Na+].[Na+].O. (9) The reactants are: COC[O:4][C:5]1[C:13]2[CH:12]=[C:11]([C:14]3[O:18][C:17]([S:19][CH3:20])=[N:16][N:15]=3)[O:10][C:9]=2[CH:8]=[CH:7][CH:6]=1.Cl. Given the product [OH:4][C:5]1[C:13]2[CH:12]=[C:11]([C:14]3[O:18][C:17]([S:19][CH3:20])=[N:16][N:15]=3)[O:10][C:9]=2[CH:8]=[CH:7][CH:6]=1, predict the reactants needed to synthesize it. (10) Given the product [OH:19][CH2:18][CH:9]([NH:8][C:6](=[O:7])[O:5][C:1]([CH3:3])([CH3:2])[CH3:4])[CH2:10][S:11][C:12]1[CH:17]=[CH:16][CH:15]=[CH:14][CH:13]=1, predict the reactants needed to synthesize it. The reactants are: [C:1]([O:5][C:6]([NH:8][C@H:9]([C:18](OC)=[O:19])[CH2:10][S:11][C:12]1[CH:17]=[CH:16][CH:15]=[CH:14][CH:13]=1)=[O:7])([CH3:4])([CH3:3])[CH3:2].CC(C[AlH]CC(C)C)C.